Dataset: Forward reaction prediction with 1.9M reactions from USPTO patents (1976-2016). Task: Predict the product of the given reaction. (1) Given the reactants [F:1][C:2]([F:9])([F:8])[C:3]1[NH:7][N:6]=[CH:5][CH:4]=1.[Br:10]NC(=O)CCC(N)=O.C(OCC)(=O)C.O, predict the reaction product. The product is: [Br:10][C:4]1[CH:5]=[N:6][NH:7][C:3]=1[C:2]([F:9])([F:8])[F:1]. (2) Given the reactants [C:1]([N:5]([CH3:26])[C:6]([C:8]1[N:9]=[C:10](Br)[N:11]2[C:20]3[C:15](=[CH:16][C:17]([O:23][CH3:24])=[C:18]([O:21][CH3:22])[CH:19]=3)[CH2:14][CH2:13][C:12]=12)=[O:7])([CH3:4])([CH3:3])[CH3:2].[S:27]1[CH:31]=[CH:30][CH:29]=[C:28]1B(O)O.C(=O)([O-])[O-].[K+].[K+], predict the reaction product. The product is: [C:1]([N:5]([CH3:26])[C:6]([C:8]1[N:9]=[C:10]([C:28]2[S:27][CH:31]=[CH:30][CH:29]=2)[N:11]2[C:20]3[C:15](=[CH:16][C:17]([O:23][CH3:24])=[C:18]([O:21][CH3:22])[CH:19]=3)[CH2:14][CH2:13][C:12]=12)=[O:7])([CH3:4])([CH3:3])[CH3:2].